From a dataset of Peptide-MHC class II binding affinity with 134,281 pairs from IEDB. Regression. Given a peptide amino acid sequence and an MHC pseudo amino acid sequence, predict their binding affinity value. This is MHC class II binding data. (1) The peptide sequence is SQDLELSWNLNRLQAY. The MHC is DRB1_1302 with pseudo-sequence DRB1_1302. The binding affinity (normalized) is 0.896. (2) The peptide sequence is TLYGPQLSQKIVQIN. The MHC is DRB1_0101 with pseudo-sequence DRB1_0101. The binding affinity (normalized) is 0.716. (3) The peptide sequence is DLGCGRGGWCYYAAA. The MHC is HLA-DQA10501-DQB10302 with pseudo-sequence HLA-DQA10501-DQB10302. The binding affinity (normalized) is 0.223. (4) The peptide sequence is LVGPFNFRFMSKGGM. The MHC is HLA-DQA10102-DQB10602 with pseudo-sequence HLA-DQA10102-DQB10602. The binding affinity (normalized) is 0.156. (5) The peptide sequence is AEAVKKFGYELEALA. The MHC is HLA-DQA10102-DQB10602 with pseudo-sequence HLA-DQA10102-DQB10602. The binding affinity (normalized) is 0.154. (6) The peptide sequence is GRKRPIVRILRRVHH. The MHC is DRB1_0301 with pseudo-sequence DRB1_0301. The binding affinity (normalized) is 0.420. (7) The MHC is HLA-DPA10301-DPB10402 with pseudo-sequence HLA-DPA10301-DPB10402. The binding affinity (normalized) is 0.464. The peptide sequence is KGSNPNYLALLVKYVNGDGD. (8) The peptide sequence is AFKVGATAANAAPAN. The MHC is DRB1_0401 with pseudo-sequence DRB1_0401. The binding affinity (normalized) is 0.541.